From a dataset of Full USPTO retrosynthesis dataset with 1.9M reactions from patents (1976-2016). Predict the reactants needed to synthesize the given product. (1) Given the product [CH3:25][C:21]1[N:20]=[C:19]2[N:18]([CH2:26][O:27][CH2:28][CH2:29][Si:30]([CH3:31])([CH3:33])[CH3:32])[N:17]=[C:16]([C:4]3[N:5]=[N:6][C:7]4[C:8]5([CH2:10][CH2:9]5)[C:11](=[O:12])[NH:34][C:2]=4[N:3]=3)[C:24]2=[CH:23][CH:22]=1, predict the reactants needed to synthesize it. The reactants are: Cl[C:2]1[N:3]=[C:4]([C:16]2[C:24]3[C:19](=[N:20][C:21]([CH3:25])=[CH:22][CH:23]=3)[N:18]([CH2:26][O:27][CH2:28][CH2:29][Si:30]([CH3:33])([CH3:32])[CH3:31])[N:17]=2)[N:5]=[N:6][C:7]=1[C:8]1([C:11](OCC)=[O:12])[CH2:10][CH2:9]1.[NH3:34]. (2) Given the product [CH2:46]([N:50]1[N:54]=[C:53]([CH3:55])[S:52]/[C:51]/1=[CH:56]\[C:4]([C:3]1[CH:7]=[C:8]([Cl:11])[CH:9]=[CH:10][C:2]=1[Cl:1])=[O:6])[CH2:47][CH2:48][CH3:49], predict the reactants needed to synthesize it. The reactants are: [Cl:1][C:2]1[CH:10]=[CH:9][C:8]([Cl:11])=[CH:7][C:3]=1[C:4]([OH:6])=O.CN(C(ON1N=NC2C=CC=NC1=2)=[N+](C)C)C.F[P-](F)(F)(F)(F)F.CCN(C(C)C)C(C)C.[I-].[CH2:46]([N+:50]1[N:54]=[C:53]([CH3:55])[S:52][C:51]=1[CH3:56])[CH2:47][CH2:48][CH3:49]. (3) Given the product [CH2:3]([N:5]1[CH:9]([C:10]([OH:12])=[O:11])[CH2:8][O:7][C:6]1=[O:14])[CH3:4], predict the reactants needed to synthesize it. The reactants are: [OH-].[Na+].[CH2:3]([N:5]1[CH:9]([C:10]([O:12]C)=[O:11])[CH2:8][O:7][C:6]1=[O:14])[CH3:4]. (4) The reactants are: [F:1][C:2]([F:11])([F:10])[CH2:3][CH2:4][CH:5]([C:8]#[N:9])[C:6]#[N:7].[Cl:12][C:13]1[CH:18]=[CH:17][C:16]([CH2:19]Cl)=[CH:15][N:14]=1.C(=O)([O-])[O-].[K+].[K+].O. Given the product [Cl:12][C:13]1[N:14]=[CH:15][C:16]([CH2:19][C:5]([CH2:4][CH2:3][C:2]([F:10])([F:11])[F:1])([C:8]#[N:9])[C:6]#[N:7])=[CH:17][CH:18]=1, predict the reactants needed to synthesize it.